This data is from Microsomal clearance measurements from AstraZeneca. The task is: Regression/Classification. Given a drug SMILES string, predict its absorption, distribution, metabolism, or excretion properties. Task type varies by dataset: regression for continuous measurements (e.g., permeability, clearance, half-life) or binary classification for categorical outcomes (e.g., BBB penetration, CYP inhibition). For this dataset (clearance_microsome_az), we predict log10(clearance) (log10 of the in vitro intrinsic clearance, CLint, in uL/min per mg of human liver microsomal protein, equivalently mL/min/g; values are censored to the assay range of 3 to 150, which is 0.477 to 2.18 on this log10 scale). The molecule is C[C@H](CO)Nc1nc(SCc2ccccc2F)nc2[nH]c(=O)sc12. The log10(clearance) is 0.480.